Task: Predict the product of the given reaction.. Dataset: Forward reaction prediction with 1.9M reactions from USPTO patents (1976-2016) (1) Given the reactants [O:1]1CCO[CH:2]1[C:6]1[CH:24]=[C:9]2[C:10]([CH2:16][CH2:17][C:18]3[CH:23]=[CH:22][N:21]=[CH:20][CH:19]=3)=[CH:11][CH:12]=[C:13]([O:14][CH3:15])[N:8]2[N:7]=1.O.C1(C)C=CC(S(O)(=O)=O)=CC=1.C(=O)([O-])O.[Na+], predict the reaction product. The product is: [CH3:15][O:14][C:13]1[N:8]2[N:7]=[C:6]([CH:2]=[O:1])[CH:24]=[C:9]2[C:10]([CH2:16][CH2:17][C:18]2[CH:19]=[CH:20][N:21]=[CH:22][CH:23]=2)=[CH:11][CH:12]=1. (2) Given the reactants [Br:1][C:2]1[CH:3]=[C:4]([N:14]2[C:18]3=[N:19][CH:20]=[CH:21][CH:22]=[C:17]3[C:16]([C:23]([O:25]C)=O)=[N:15]2)[CH:5]=[C:6]([N:8]2[CH2:13][CH2:12][O:11][CH2:10][CH2:9]2)[CH:7]=1.C([NH2:29])=O.C[O-].[Na+], predict the reaction product. The product is: [Br:1][C:2]1[CH:3]=[C:4]([N:14]2[C:18]3=[N:19][CH:20]=[CH:21][CH:22]=[C:17]3[C:16]([C:23]([NH2:29])=[O:25])=[N:15]2)[CH:5]=[C:6]([N:8]2[CH2:13][CH2:12][O:11][CH2:10][CH2:9]2)[CH:7]=1. (3) The product is: [C:1]([N:5]([CH3:29])[C:6]([C:8]1[C:9]2[CH2:25][O:24][C:23]3[CH:22]=[C:21]([O:26][CH3:27])[C:20]([C:32]4[CH:31]=[N:30][CH:35]=[CH:34][CH:33]=4)=[CH:19][C:18]=3[C:10]=2[N:11]([C:13]2[CH:17]=[CH:16][S:15][CH:14]=2)[N:12]=1)=[O:7])([CH3:4])([CH3:3])[CH3:2]. Given the reactants [C:1]([N:5]([CH3:29])[C:6]([C:8]1[C:9]2[CH2:25][O:24][C:23]3[CH:22]=[C:21]([O:26][CH3:27])[C:20](Br)=[CH:19][C:18]=3[C:10]=2[N:11]([C:13]2[CH:17]=[CH:16][S:15][CH:14]=2)[N:12]=1)=[O:7])([CH3:4])([CH3:3])[CH3:2].[N:30]1[CH:35]=[CH:34][CH:33]=[C:32](B(O)O)[CH:31]=1.C(=O)([O-])[O-].[K+].[K+].C(OCC)C, predict the reaction product. (4) Given the reactants BrBr.[Br-].[Na+].[CH3:5][C:6](=[O:11])[CH2:7][C:8](=O)[CH3:9].Br.[NH2:13][C:14](=[NH:19])[NH:15][C:16]([NH2:18])=[S:17], predict the reaction product. The product is: [C:6]([C:7]1[S:17][C:16]([NH:15][C:14]([NH2:19])=[NH:13])=[N:18][C:8]=1[CH3:9])(=[O:11])[CH3:5]. (5) Given the reactants Br[C:2]1[CH:7]=[CH:6][C:5]([C:8]2[O:12][N:11]=[C:10]([CH3:13])[C:9]=2[NH:14][CH:15]([CH3:26])[CH2:16][CH2:17][C:18]2[CH:23]=[CH:22][C:21]([O:24][CH3:25])=[CH:20][CH:19]=2)=[CH:4][CH:3]=1.[CH2:27]([O:29][C:30]([C:32]1([C:35]2[CH:40]=[CH:39][C:38](B3OC(C)(C)C(C)(C)O3)=[CH:37][CH:36]=2)[CH2:34][CH2:33]1)=[O:31])[CH3:28], predict the reaction product. The product is: [CH2:27]([O:29][C:30]([C:32]1([C:35]2[CH:40]=[CH:39][C:38]([C:2]3[CH:7]=[CH:6][C:5]([C:8]4[O:12][N:11]=[C:10]([CH3:13])[C:9]=4[NH:14][CH:15]([CH3:26])[CH2:16][CH2:17][C:18]4[CH:23]=[CH:22][C:21]([O:24][CH3:25])=[CH:20][CH:19]=4)=[CH:4][CH:3]=3)=[CH:37][CH:36]=2)[CH2:33][CH2:34]1)=[O:31])[CH3:28]. (6) The product is: [F:28][C:22]([F:27])([C:23]([F:26])([F:24])[F:25])[C:21]([NH:20][CH2:19][CH2:18][CH2:17][CH2:16][N:15]1[CH2:14][C:10]2[N:9]3[C:5](=[CH:6][N:7]=[C:8]3[CH:13]=[CH:12][CH:11]=2)[C:30]1=[O:32])=[O:29]. Given the reactants ClC(Cl)(Cl)C([C:5]1[N:9]2[C:10]([CH2:14][N:15]([C:30]([O:32]C(C)(C)C)=O)[CH2:16][CH2:17][CH2:18][CH2:19][NH:20][C:21](=[O:29])[C:22]([F:28])([F:27])[C:23]([F:26])([F:25])[F:24])=[CH:11][CH:12]=[CH:13][C:8]2=[N:7][CH:6]=1)=O.Cl, predict the reaction product. (7) Given the reactants [F:1][C:2]1[CH:3]=[CH:4][CH:5]=[C:6]2[C:10]=1[N:9]1[CH2:11][CH:12](OS(C)(=O)=O)[CH2:13][CH2:14][C:8]1=[C:7]2[CH2:20][C:21]([O:23][CH2:24][CH2:25][CH3:26])=[O:22].[N-:27]=[N+:28]=[N-:29].[Na+], predict the reaction product. The product is: [N:27]([CH:12]1[CH2:11][N:9]2[C:10]3[C:6]([C:7]([CH2:20][C:21]([O:23][CH2:24][CH2:25][CH3:26])=[O:22])=[C:8]2[CH2:14][CH2:13]1)=[CH:5][CH:4]=[CH:3][C:2]=3[F:1])=[N+:28]=[N-:29]. (8) Given the reactants [H-].C([Al+]CC(C)C)C(C)C.[CH2:11]1[C:20]2[C:15](=[CH:16][CH:17]=[CH:18][CH:19]=2)[CH2:14][CH2:13][N:12]1[C:21]1[N:22]=[C:23]([C:32]#N)[CH:24]=[C:25]2[C:29]([CH3:30])=[C:28]([CH3:31])[NH:27][C:26]=12.[OH2:34].[OH-].[Na+], predict the reaction product. The product is: [CH2:11]1[C:20]2[C:15](=[CH:16][CH:17]=[CH:18][CH:19]=2)[CH2:14][CH2:13][N:12]1[C:21]1[N:22]=[C:23]([CH:32]=[O:34])[CH:24]=[C:25]2[C:29]([CH3:30])=[C:28]([CH3:31])[NH:27][C:26]=12.